Dataset: Full USPTO retrosynthesis dataset with 1.9M reactions from patents (1976-2016). Task: Predict the reactants needed to synthesize the given product. (1) Given the product [I:11][C:12]1[CH:13]=[C:14]([C:18](=[O:20])[CH2:19][C:1]([O:5][CH2:6][CH3:7])=[O:8])[CH:15]=[CH:16][CH:17]=1, predict the reactants needed to synthesize it. The reactants are: [C:1](=[O:8])([O:5][CH2:6][CH3:7])OCC.[H-].[Na+].[I:11][C:12]1[CH:13]=[C:14]([C:18](=[O:20])[CH3:19])[CH:15]=[CH:16][CH:17]=1. (2) Given the product [CH3:18][O:17][C:14]1[CH:15]=[CH:16][C:11]([S:8]([C:7]2[C:2]([NH:23][C:22]3[C:24]([CH3:29])=[CH:25][C:26]([CH3:28])=[CH:27][C:21]=3[CH3:20])=[N:3][C:4]([CH3:19])=[CH:5][CH:6]=2)(=[O:10])=[O:9])=[CH:12][CH:13]=1, predict the reactants needed to synthesize it. The reactants are: Cl[C:2]1[C:7]([S:8]([C:11]2[CH:16]=[CH:15][C:14]([O:17][CH3:18])=[CH:13][CH:12]=2)(=[O:10])=[O:9])=[CH:6][CH:5]=[C:4]([CH3:19])[N:3]=1.[CH3:20][C:21]1[CH:27]=[C:26]([CH3:28])[CH:25]=[C:24]([CH3:29])[C:22]=1[NH2:23]. (3) Given the product [CH3:43][N:42]([CH3:44])[CH2:41][CH2:40][O:39][C:35]1[CH:34]=[C:33]([NH:32][C:2]2[N:7]=[C:6]([C:8]3[S:12][C:11]([CH3:13])=[N:10][C:9]=3[C:14]3[CH:15]=[C:16]([NH:20][C:21](=[O:30])[C:22]4[C:27]([F:28])=[CH:26][CH:25]=[CH:24][C:23]=4[F:29])[CH:17]=[CH:18][CH:19]=3)[CH:5]=[CH:4][N:3]=2)[CH:38]=[CH:37][CH:36]=1, predict the reactants needed to synthesize it. The reactants are: Cl[C:2]1[N:7]=[C:6]([C:8]2[S:12][C:11]([CH3:13])=[N:10][C:9]=2[C:14]2[CH:15]=[C:16]([NH:20][C:21](=[O:30])[C:22]3[C:27]([F:28])=[CH:26][CH:25]=[CH:24][C:23]=3[F:29])[CH:17]=[CH:18][CH:19]=2)[CH:5]=[CH:4][N:3]=1.Cl.[NH2:32][C:33]1[CH:34]=[C:35]([O:39][CH2:40][CH2:41][N:42]([CH3:44])[CH3:43])[CH:36]=[CH:37][CH:38]=1. (4) Given the product [F:1][C:2]1[CH:7]=[CH:6][C:5]([C:18]2[N:22]3[N:23]=[CH:24][C:25]([C:27]([OH:30])([CH3:28])[CH3:29])=[N:26][C:21]3=[N:20][CH:19]=2)=[CH:4][C:3]=1[C:11]1[CH:16]=[CH:15][N:14]=[CH:13][CH:12]=1, predict the reactants needed to synthesize it. The reactants are: [F:1][C:2]1[CH:7]=[CH:6][C:5](B(O)O)=[CH:4][C:3]=1[C:11]1[CH:16]=[CH:15][N:14]=[CH:13][CH:12]=1.Br[C:18]1[N:22]2[N:23]=[CH:24][C:25]([C:27]([OH:30])([CH3:29])[CH3:28])=[N:26][C:21]2=[N:20][CH:19]=1. (5) Given the product [ClH:33].[CH:1]1([C:4]2[N:5]=[C:6]3[CH:11]=[CH:10][C:9]([NH:12][C:30]([C:27]4[N:26]=[CH:25][C:24]([C:20]5[CH:21]=[CH:22][CH:23]=[C:18]([F:17])[CH:19]=5)=[CH:29][N:28]=4)=[O:31])=[CH:8][N:7]3[C:15]=2[CH3:16])[CH2:3][CH2:2]1, predict the reactants needed to synthesize it. The reactants are: [CH:1]1([C:4]2[N:5]=[C:6]3[CH:11]=[CH:10][C:9]([N+:12]([O-])=O)=[CH:8][N:7]3[C:15]=2[CH3:16])[CH2:3][CH2:2]1.[F:17][C:18]1[CH:19]=[C:20]([C:24]2[CH:25]=[N:26][C:27]([C:30](O)=[O:31])=[N:28][CH:29]=2)[CH:21]=[CH:22][CH:23]=1.[ClH:33].C(OCC)(=O)C. (6) Given the product [Br:1][C:2]1[CH:3]=[C:4]2[CH2:12][CH2:11][C:10]3[CH:13]=[C:14]([Cl:17])[CH:15]=[CH:16][C:9]=3[CH:8]([N:18]3[CH2:19][CH2:20][N:21]([C:24](=[O:32])[CH2:25][CH:26]4[CH2:31][CH2:30][N:29]([C:35]([NH:34][CH3:33])=[O:36])[CH2:28][CH2:27]4)[CH2:22][CH2:23]3)[C:5]2=[N:6][CH:7]=1, predict the reactants needed to synthesize it. The reactants are: [Br:1][C:2]1[CH:3]=[C:4]2[CH2:12][CH2:11][C:10]3[CH:13]=[C:14]([Cl:17])[CH:15]=[CH:16][C:9]=3[CH:8]([N:18]3[CH2:23][CH2:22][N:21]([C:24](=[O:32])[CH2:25][CH:26]4[CH2:31][CH2:30][NH:29][CH2:28][CH2:27]4)[CH2:20][CH2:19]3)[C:5]2=[N:6][CH:7]=1.[CH3:33][N:34]=[C:35]=[O:36]. (7) Given the product [F:35][C:32]([F:33])([F:34])[C:24]1[CH:23]=[C:22]([CH:27]=[C:26]([C:28]([F:30])([F:29])[F:31])[CH:25]=1)[CH2:21][N:18]([CH2:17][C:7]1[CH:8]=[C:9]2[N:14]=[C:13]([CH3:15])[N:12]([CH3:16])[C:10]2=[N:11][C:6]=1[N:5]([CH2:4][CH:1]1[CH2:2][CH2:3]1)[CH2:36][CH:37]1[CH2:39][CH2:38]1)[C:19]1[N:40]=[N:41][NH:42][N:20]=1, predict the reactants needed to synthesize it. The reactants are: [CH:1]1([CH2:4][N:5]([CH2:36][CH:37]2[CH2:39][CH2:38]2)[C:6]2[N:11]=[C:10]3[N:12]([CH3:16])[C:13]([CH3:15])=[N:14][C:9]3=[CH:8][C:7]=2[CH2:17][N:18]([CH2:21][C:22]2[CH:27]=[C:26]([C:28]([F:31])([F:30])[F:29])[CH:25]=[C:24]([C:32]([F:35])([F:34])[F:33])[CH:23]=2)[C:19]#[N:20])[CH2:3][CH2:2]1.[N-:40]=[N+:41]=[N-:42].[Na+].[Cl-].[NH4+]. (8) The reactants are: [BH4-].[Na+].C(O)(C(F)(F)F)=O.[C:10]1([C:16]2[CH:21]=[C:20]([C:22]3[CH:27]=[CH:26][CH:25]=[CH:24][CH:23]=3)[N:19]=[C:18]([O:28][CH2:29][CH2:30][CH2:31][CH2:32][C:33]([CH3:37])([CH3:36])[C:34]#[N:35])[CH:17]=2)[CH:15]=[CH:14][CH:13]=[CH:12][CH:11]=1.O. Given the product [C:10]1([C:16]2[CH:21]=[C:20]([C:22]3[CH:23]=[CH:24][CH:25]=[CH:26][CH:27]=3)[N:19]=[C:18]([O:28][CH2:29][CH2:30][CH2:31][CH2:32][C:33]([CH3:37])([CH3:36])[CH2:34][NH2:35])[CH:17]=2)[CH:11]=[CH:12][CH:13]=[CH:14][CH:15]=1, predict the reactants needed to synthesize it.